This data is from Forward reaction prediction with 1.9M reactions from USPTO patents (1976-2016). The task is: Predict the product of the given reaction. (1) Given the reactants CN(C(ON1N=NC2C=CC=CC1=2)=[N+](C)C)C.[B-](F)(F)(F)F.[O:23]=[C:24]1[NH:32][C:27]2=[N:28][CH:29]=[CH:30][CH:31]=[C:26]2[N:25]1[CH:33]1[CH2:38][CH2:37][N:36]([C:39]2[N:44]=[CH:43][N:42]=[C:41]([C:45](O)=[O:46])[CH:40]=2)[CH2:35][CH2:34]1.[N+:48]([C:51]1[CH:59]=[CH:58][CH:57]=[C:56]2[C:52]=1[CH2:53][CH2:54][NH:55]2)([O-:50])=[O:49].C(N(CC)CC)C, predict the reaction product. The product is: [N+:48]([C:51]1[CH:59]=[CH:58][CH:57]=[C:56]2[C:52]=1[CH2:53][CH2:54][N:55]2[C:45]([C:41]1[N:42]=[CH:43][N:44]=[C:39]([N:36]2[CH2:37][CH2:38][CH:33]([N:25]3[C:26]4[C:27](=[N:28][CH:29]=[CH:30][CH:31]=4)[NH:32][C:24]3=[O:23])[CH2:34][CH2:35]2)[CH:40]=1)=[O:46])([O-:50])=[O:49]. (2) Given the reactants C(NC(C)C)(C)C.[O:8]=[C:9]1[C:14]2([CH2:19][CH2:18][N:17]([C:20]([O:22][C:23]([CH3:26])([CH3:25])[CH3:24])=[O:21])[CH2:16][CH2:15]2)[CH2:13][CH2:12][CH2:11][NH:10]1.Br[CH2:28][C:29]1[C:37]2[C:32](=[CH:33][CH:34]=[CH:35][CH:36]=2)[N:31]([S:38]([C:41]2[CH:47]=[CH:46][C:44]([CH3:45])=[CH:43][CH:42]=2)(=[O:40])=[O:39])[CH:30]=1, predict the reaction product. The product is: [O:8]=[C:9]1[C:14]2([CH2:15][CH2:16][N:17]([C:20]([O:22][C:23]([CH3:26])([CH3:25])[CH3:24])=[O:21])[CH2:18][CH2:19]2)[CH2:13][CH2:12][CH2:11][N:10]1[CH2:28][C:29]1[C:37]2[C:32](=[CH:33][CH:34]=[CH:35][CH:36]=2)[N:31]([S:38]([C:41]2[CH:42]=[CH:43][C:44]([CH3:45])=[CH:46][CH:47]=2)(=[O:40])=[O:39])[CH:30]=1. (3) Given the reactants [OH:1]OS([O-])=O.[K+].[Br:7][C:8]1[CH:13]=[C:12]([CH2:14][S:15][CH3:16])[C:11]([F:17])=[CH:10][C:9]=1[O:18][CH3:19].[OH2:20], predict the reaction product. The product is: [Br:7][C:8]1[CH:13]=[C:12]([CH2:14][S:15]([CH3:16])(=[O:1])=[O:20])[C:11]([F:17])=[CH:10][C:9]=1[O:18][CH3:19]. (4) Given the reactants Br[C:2]1[CH:7]=[CH:6][C:5]([C:8]2[CH:13]=[CH:12][CH:11]=[CH:10][C:9]=2[C:14]#[N:15])=[CH:4][CH:3]=1.[B:16](OC(C)C)([O:21]C(C)C)[O:17]C(C)C.C(=O)=O.CC(C)=O.C([Li])CCC.Cl, predict the reaction product. The product is: [C:14]([C:9]1[CH:10]=[CH:11][CH:12]=[CH:13][C:8]=1[C:5]1[CH:6]=[CH:7][C:2]([B:16]([OH:21])[OH:17])=[CH:3][CH:4]=1)#[N:15]. (5) Given the reactants [NH:1]([C:23]([O:25][C:26]([CH3:29])([CH3:28])[CH3:27])=[O:24])[C@H:2]([C:20](O)=[O:21])[CH2:3][CH2:4][CH2:5][NH:6][C:7](=[NH:19])[NH:8][S:9]([C:12]1[CH:18]=[CH:17][C:15]([CH3:16])=[CH:14][CH:13]=1)(=[O:11])=[O:10].ON1C2C=CC=CC=2N=N1.C1(N=C=NC2CCCCC2)CCCCC1.Cl.N[C@H](C(N1CCC[C@H]1C(N[C@H](C([NH:86][C@H:87]([C:104]([O:106][CH2:107][C:108]1[CH:113]=[CH:112][CH:111]=[CH:110][CH:109]=1)=[O:105])[CH2:88][CH2:89][CH2:90]CNC(OCC1C=CC=CC=1Cl)=O)=O)C)=O)=O)CCCNC(=N)NS(C1C=CC(C)=CC=1)(=O)=O, predict the reaction product. The product is: [NH:1]([C:23]([O:25][C:26]([CH3:29])([CH3:28])[CH3:27])=[O:24])[C@H:2]([C:20]([N:86]1[CH2:90][CH2:89][CH2:88][C@H:87]1[C:104]([O:106][CH2:107][C:108]1[CH:113]=[CH:112][CH:111]=[CH:110][CH:109]=1)=[O:105])=[O:21])[CH2:3][CH2:4][CH2:5][NH:6][C:7](=[NH:19])[NH:8][S:9]([C:12]1[CH:13]=[CH:14][C:15]([CH3:16])=[CH:17][CH:18]=1)(=[O:10])=[O:11]. (6) Given the reactants [NH:1]1[CH2:4][CH2:3][CH2:2]1.[Br:5][C:6]1[S:10][C:9]([S:11](Cl)(=[O:13])=[O:12])=[CH:8][CH:7]=1, predict the reaction product. The product is: [Br:5][C:6]1[S:10][C:9]([S:11]([N:1]2[CH2:4][CH2:3][CH2:2]2)(=[O:13])=[O:12])=[CH:8][CH:7]=1.